Dataset: Catalyst prediction with 721,799 reactions and 888 catalyst types from USPTO. Task: Predict which catalyst facilitates the given reaction. Reactant: [Cl:1][C:2]1[CH:7]=[CH:6][C:5]([CH2:8][C:9]2[C:18]3[C:13](=[CH:14][CH:15]=[CH:16][CH:17]=3)[C:12](=[O:19])[N:11]([CH2:20][C@@H:21]3[CH2:25][CH2:24][CH2:23][NH:22]3)[N:10]=2)=[CH:4][CH:3]=1.CS(O[CH2:31][CH2:32][CH2:33][CH2:34][C:35]1[CH:40]=[CH:39][C:38]([O:41][CH3:42])=[CH:37][CH:36]=1)(=O)=O.C(=O)([O-])[O-].[K+].[K+]. Product: [Cl:1][C:2]1[CH:7]=[CH:6][C:5]([CH2:8][C:9]2[C:18]3[C:13](=[CH:14][CH:15]=[CH:16][CH:17]=3)[C:12](=[O:19])[N:11]([CH2:20][C@@H:21]3[CH2:25][CH2:24][CH2:23][N:22]3[CH2:31][CH2:32][CH2:33][CH2:34][C:35]3[CH:36]=[CH:37][C:38]([O:41][CH3:42])=[CH:39][CH:40]=3)[N:10]=2)=[CH:4][CH:3]=1. The catalyst class is: 131.